Dataset: CYP3A4 inhibition data for predicting drug metabolism from PubChem BioAssay. Task: Regression/Classification. Given a drug SMILES string, predict its absorption, distribution, metabolism, or excretion properties. Task type varies by dataset: regression for continuous measurements (e.g., permeability, clearance, half-life) or binary classification for categorical outcomes (e.g., BBB penetration, CYP inhibition). Dataset: cyp3a4_veith. The drug is CC(C)CC(=O)NC1(C(F)(F)F)C(=O)N(Cc2ccccc2)C2=C1C(=O)CC(C)(C)C2. The result is 1 (inhibitor).